Dataset: Full USPTO retrosynthesis dataset with 1.9M reactions from patents (1976-2016). Task: Predict the reactants needed to synthesize the given product. (1) Given the product [Cl:1][C:2]1[CH:7]=[CH:6][C:5]([O:8][C:9]2[CH:10]=[CH:11][C:12]([CH2:15][O:16][C:17]3[CH:18]=[CH:19][N:20]([CH2:30][C:31]4[CH:32]=[N:33][CH:34]=[CH:35][CH:36]=4)[C:21](=[O:23])[N:22]=3)=[N:13][CH:14]=2)=[CH:4][C:3]=1[C:24]([F:25])([F:26])[F:27], predict the reactants needed to synthesize it. The reactants are: [Cl:1][C:2]1[CH:7]=[CH:6][C:5]([O:8][C:9]2[CH:10]=[CH:11][C:12]([CH2:15][O:16][C:17]3[NH:22][C:21](=[O:23])[N:20]=[CH:19][CH:18]=3)=[N:13][CH:14]=2)=[CH:4][C:3]=1[C:24]([F:27])([F:26])[F:25].Cl.Cl[CH2:30][C:31]1[CH:32]=[N:33][CH:34]=[CH:35][CH:36]=1. (2) Given the product [CH3:1][O:2][C:3](=[O:13])[CH2:4][O:5][C:6]1[CH:11]=[CH:10][CH:9]=[C:8]([N:12]([CH2:20][C:21]2[CH:26]=[CH:25][CH:24]=[CH:23][CH:22]=2)[CH2:20][C:21]2[CH:26]=[CH:25][CH:24]=[CH:23][CH:22]=2)[CH:7]=1, predict the reactants needed to synthesize it. The reactants are: [CH3:1][O:2][C:3](=[O:13])[CH2:4][O:5][C:6]1[CH:11]=[CH:10][CH:9]=[C:8]([NH2:12])[CH:7]=1.C(=O)([O-])[O-].[Na+].[Na+].[CH2:20](Cl)[C:21]1[CH:26]=[CH:25][CH:24]=[CH:23][CH:22]=1. (3) Given the product [CH:1]1([CH2:9][O:10][C:11]2[CH:12]=[C:13]([CH:14]([OH:15])[CH2:20][C:19]#[N:21])[CH:16]=[CH:17][CH:18]=2)[CH2:2][CH2:3][CH2:4][CH2:5][CH2:6][CH2:7][CH2:8]1, predict the reactants needed to synthesize it. The reactants are: [CH:1]1([CH2:9][O:10][C:11]2[CH:12]=[C:13]([CH:16]=[CH:17][CH:18]=2)[CH:14]=[O:15])[CH2:8][CH2:7][CH2:6][CH2:5][CH2:4][CH2:3][CH2:2]1.[C:19](#[N:21])[CH3:20]. (4) Given the product [CH2:1]([N:3]([CH2:4][CH3:5])[C:33](=[O:35])[CH2:32][CH2:31][C:28]1[CH:27]=[CH:26][C:25]([NH:24][C:21]2[N:22]=[CH:23][C:18]([C:15]3[CH:16]=[CH:17][C:12]([O:11][CH3:10])=[CH:13][CH:14]=3)=[CH:19][N:20]=2)=[CH:30][CH:29]=1)[CH3:2], predict the reactants needed to synthesize it. The reactants are: [CH2:1]([NH:3][CH2:4][CH3:5])[CH3:2].C(Cl)CCl.[CH3:10][O:11][C:12]1[CH:17]=[CH:16][C:15]([C:18]2[CH:19]=[N:20][C:21]([NH:24][C:25]3[CH:30]=[CH:29][C:28]([CH2:31][CH2:32][C:33]([OH:35])=O)=[CH:27][CH:26]=3)=[N:22][CH:23]=2)=[CH:14][CH:13]=1.[NH4+].[Cl-].